From a dataset of Forward reaction prediction with 1.9M reactions from USPTO patents (1976-2016). Predict the product of the given reaction. Given the reactants [CH3:1][O:2][C:3](=[O:15])[C:4](=O)[CH:5](Cl)[C:6]1[CH:11]=[CH:10][CH:9]=[C:8]([Cl:12])[CH:7]=1.[C:16]([NH2:19])(=[S:18])[CH3:17], predict the reaction product. The product is: [CH3:1][O:2][C:3]([C:4]1[N:19]=[C:16]([CH3:17])[S:18][C:5]=1[C:6]1[CH:11]=[CH:10][CH:9]=[C:8]([Cl:12])[CH:7]=1)=[O:15].